Task: Predict the reaction yield, written as a fraction of the theoretical maximum amount of product (1.0 means a 100% yield; for example, 0.34 means a 34% yield).. Dataset: Reaction yield outcomes from USPTO patents with 853,638 reactions (1) The reactants are [F:1][C:2]1[CH:8]=[C:7]([O:9][C:10]2[CH:15]=[CH:14][N:13]=[C:12]([C:16]3[CH:17]=[N:18][N:19]([CH3:21])[CH:20]=3)[CH:11]=2)[CH:6]=[CH:5][C:3]=1[NH2:4].[O:22]=[C:23]1[N:27]([CH:28]2[CH2:33][CH2:32][O:31][CH2:30][CH2:29]2)[CH2:26][CH2:25][N:24]1[C:34](Cl)=[O:35].O. The catalyst is C(Cl)Cl. The product is [F:1][C:2]1[CH:8]=[C:7]([O:9][C:10]2[CH:15]=[CH:14][N:13]=[C:12]([C:16]3[CH:17]=[N:18][N:19]([CH3:21])[CH:20]=3)[CH:11]=2)[CH:6]=[CH:5][C:3]=1[NH:4][C:34]([N:24]1[CH2:25][CH2:26][N:27]([CH:28]2[CH2:33][CH2:32][O:31][CH2:30][CH2:29]2)[C:23]1=[O:22])=[O:35]. The yield is 0.660. (2) The reactants are [CH2:1]([OH:4])[CH:2]=[CH2:3].[H-].[Na+].F[C:8]1[CH:17]=[CH:16][CH:15]=[C:14]2[C:9]=1[C:10]([NH:18][C:19]1[CH:20]=[C:21]3[C:25](=[CH:26][CH:27]=1)[N:24]([CH2:28][C:29]1[CH:34]=[CH:33][CH:32]=[CH:31][N:30]=1)[CH:23]=[CH:22]3)=[N:11][CH:12]=[N:13]2. No catalyst specified. The product is [CH2:1]([O:4][C:8]1[CH:17]=[CH:16][CH:15]=[C:14]2[C:9]=1[C:10]([NH:18][C:19]1[CH:20]=[C:21]3[C:25](=[CH:26][CH:27]=1)[N:24]([CH2:28][C:29]1[CH:34]=[CH:33][CH:32]=[CH:31][N:30]=1)[CH:23]=[CH:22]3)=[N:11][CH:12]=[N:13]2)[CH:2]=[CH2:3]. The yield is 0.770.